Dataset: Forward reaction prediction with 1.9M reactions from USPTO patents (1976-2016). Task: Predict the product of the given reaction. (1) Given the reactants [CH3:1][C:2]1[NH:6][N:5]=[C:4]([C:7]2[O:8][C:9]([C:12]3[CH:17]=[CH:16][C:15]([O:18][C:19]([F:22])([F:21])[F:20])=[CH:14][CH:13]=3)=[CH:10][N:11]=2)[N:3]=1.[Cl:23][C:24]1[CH:29]=[C:28]([CH2:30]Cl)[CH:27]=[CH:26][N:25]=1.C([O-])([O-])=O.[Cs+].[Cs+], predict the reaction product. The product is: [Cl:23][C:24]1[CH:29]=[C:28]([CH2:30][N:6]2[C:2]([CH3:1])=[N:3][C:4]([C:7]3[O:8][C:9]([C:12]4[CH:13]=[CH:14][C:15]([O:18][C:19]([F:22])([F:20])[F:21])=[CH:16][CH:17]=4)=[CH:10][N:11]=3)=[N:5]2)[CH:27]=[CH:26][N:25]=1. (2) The product is: [Cl:1][C:2]1[CH:7]=[CH:6][C:5]([C:8]2[N:9]=[C:10]([NH:13][C:35]([C:32]3[N:33]=[CH:34][C:29]([N:26]4[CH2:27][CH2:28][CH:23]([C:21]([O:20][CH2:18][CH3:19])=[O:22])[CH2:24][CH2:25]4)=[N:30][CH:31]=3)=[O:36])[S:11][CH:12]=2)=[CH:4][C:3]=1[C:14]([F:15])([F:17])[F:16]. Given the reactants [Cl:1][C:2]1[CH:7]=[CH:6][C:5]([C:8]2[N:9]=[C:10]([NH2:13])[S:11][CH:12]=2)=[CH:4][C:3]=1[C:14]([F:17])([F:16])[F:15].[CH2:18]([O:20][C:21]([CH:23]1[CH2:28][CH2:27][N:26]([C:29]2[N:30]=[CH:31][C:32]([C:35](O)=[O:36])=[N:33][CH:34]=2)[CH2:25][CH2:24]1)=[O:22])[CH3:19].F[B-](F)(F)F.N1(OC(N(C)C)=[N+](C)C)C2N=CC=CC=2N=N1.C(N(C(C)C)CC)(C)C, predict the reaction product. (3) Given the reactants [Cr](Cl)([O-])(=O)=O.[NH+]1C=CC=CC=1.[OH:12][CH:13]1[CH2:18][CH2:17][CH:16]([C:19]([O:21][CH2:22][CH3:23])=[O:20])[CH2:15][CH2:14]1, predict the reaction product. The product is: [O:12]=[C:13]1[CH2:18][CH2:17][CH:16]([C:19]([O:21][CH2:22][CH3:23])=[O:20])[CH2:15][CH2:14]1. (4) Given the reactants Br[C:2]1[CH:3]=[C:4]2[C:9](=[CH:10][C:11]=1[O:12][CH3:13])[O:8][C:7](=[O:14])[CH2:6][CH2:5]2.[CH3:15][N:16]1[C:24]2[C:19](=[CH:20][C:21](B(O)O)=[CH:22][CH:23]=2)[CH:18]=[N:17]1.C(=O)([O-])[O-:29].[K+].[K+].[OH-].[Na+].Cl, predict the reaction product. The product is: [OH:8][C:9]1[CH:10]=[C:11]([O:12][CH3:13])[C:2]([C:21]2[CH:20]=[C:19]3[C:24](=[CH:23][CH:22]=2)[N:16]([CH3:15])[N:17]=[CH:18]3)=[CH:3][C:4]=1[CH2:5][CH2:6][C:7]([OH:14])=[O:29]. (5) Given the reactants Cl[C:2]1[CH:7]=[C:6](Cl)[N:5]=[CH:4][N:3]=1.[CH3:9][O:10][C:11]1[CH:12]=[C:13]([CH:15]=[CH:16][CH:17]=1)[NH2:14].CCN(C(C)C)C(C)C.[CH:27]1([NH2:33])[CH2:32][CH2:31][CH2:30][CH2:29][CH2:28]1, predict the reaction product. The product is: [CH:27]1([NH:33][C:2]2[CH:7]=[C:6]([NH:14][C:13]3[CH:15]=[CH:16][CH:17]=[C:11]([O:10][CH3:9])[CH:12]=3)[N:5]=[CH:4][N:3]=2)[CH2:32][CH2:31][CH2:30][CH2:29][CH2:28]1. (6) Given the reactants [C:1]([O:5][C:6]([NH:8][C@@H:9]([CH2:13][CH2:14][CH2:15][CH3:16])[C:10]([OH:12])=O)=[O:7])([CH3:4])([CH3:3])[CH3:2].Cl.[CH3:18][NH:19][O:20][CH3:21].CN(C(ON1N=NC2C=CC=NC1=2)=[N+](C)C)C.F[P-](F)(F)(F)(F)F.C(N(CC)C(C)C)(C)C, predict the reaction product. The product is: [C:1]([O:5][C:6](=[O:7])[NH:8][C@H:9]([C:10](=[O:12])[N:19]([O:20][CH3:21])[CH3:18])[CH2:13][CH2:14][CH2:15][CH3:16])([CH3:2])([CH3:3])[CH3:4].